Task: Predict the product of the given reaction.. Dataset: Forward reaction prediction with 1.9M reactions from USPTO patents (1976-2016) (1) Given the reactants [CH2:1]([C:4]1[C:8]([CH2:9][CH2:10][CH2:11][OH:12])=[CH:7][N:6]([C:13]2[CH:18]=[CH:17][C:16]([C:19]([F:22])([F:21])[F:20])=[CH:15][N:14]=2)[N:5]=1)[CH2:2][CH3:3].O[C:24]1[CH:25]=[C:26]([CH2:30][C:31]([O:33]C)=[O:32])[CH:27]=[CH:28][CH:29]=1.C(P(CCCC)CCCC)CCC.N(C(N1CCCCC1)=O)=NC(N1CCCCC1)=O, predict the reaction product. The product is: [CH2:1]([C:4]1[C:8]([CH2:9][CH2:10][CH2:11][O:12][C:24]2[CH:25]=[C:26]([CH2:30][C:31]([OH:33])=[O:32])[CH:27]=[CH:28][CH:29]=2)=[CH:7][N:6]([C:13]2[CH:18]=[CH:17][C:16]([C:19]([F:21])([F:20])[F:22])=[CH:15][N:14]=2)[N:5]=1)[CH2:2][CH3:3]. (2) Given the reactants Br[C:2]1[CH:7]=[CH:6][C:5]([C:8]2[N:12]([CH2:13][C@@H:14]3[CH2:18][CH2:17][N:16]([C:19]([CH:21]4[CH2:23][CH2:22]4)=[O:20])[CH2:15]3)[C:11]3[CH:24]=[C:25]([F:28])[CH:26]=[CH:27][C:10]=3[N:9]=2)=[CH:4][CH:3]=1.CC1(C)C(C)(C)OB([C:37]2[CH:38]=[C:39]3[C:43](=[CH:44][CH:45]=2)[NH:42][N:41]=[CH:40]3)O1.C(=O)([O-])[O-].[Cs+].[Cs+], predict the reaction product. The product is: [CH:21]1([C:19]([N:16]2[CH2:17][CH2:18][C@@H:14]([CH2:13][N:12]3[C:11]4[CH:24]=[C:25]([F:28])[CH:26]=[CH:27][C:10]=4[N:9]=[C:8]3[C:5]3[CH:6]=[CH:7][C:2]([C:37]4[CH:38]=[C:39]5[C:43](=[CH:44][CH:45]=4)[NH:42][N:41]=[CH:40]5)=[CH:3][CH:4]=3)[CH2:15]2)=[O:20])[CH2:23][CH2:22]1.